From a dataset of Full USPTO retrosynthesis dataset with 1.9M reactions from patents (1976-2016). Predict the reactants needed to synthesize the given product. (1) Given the product [Br:1][C:2]1[CH:3]=[CH:4][C:5]2[S:9](=[O:11])(=[O:10])[NH:8][C@H:7]([CH3:14])[C:6]=2[CH:13]=1, predict the reactants needed to synthesize it. The reactants are: [Br:1][C:2]1[CH:3]=[CH:4][C:5]2[S:9](=[O:11])(=[O:10])[NH:8][C:7](=O)[C:6]=2[CH:13]=1.[CH:14](O)=O.C(N(CC)CC)C. (2) Given the product [CH:31]([NH:27][C:21]([C:17]1[N:18]([CH3:20])[N:19]=[C:15](/[CH:14]=[CH:13]/[C:12]2[C:8]([C:5]3[CH:4]=[CH:3][C:2]([F:1])=[CH:7][CH:6]=3)=[N:9][O:10][C:11]=2[CH3:24])[CH:16]=1)=[O:22])([CH3:32])[CH3:30], predict the reactants needed to synthesize it. The reactants are: [F:1][C:2]1[CH:7]=[CH:6][C:5]([C:8]2[C:12](/[CH:13]=[CH:14]/[C:15]3[CH:16]=[C:17]([C:21](O)=[O:22])[N:18]([CH3:20])[N:19]=3)=[C:11]([CH3:24])[O:10][N:9]=2)=[CH:4][CH:3]=1.O.O[N:27]1[C:31]2[CH:32]=CC=C[C:30]=2N=N1.C(N(C(C)C)C(C)C)C.C(N)(C)C.[Cl-].[Na+]. (3) Given the product [Br:5][C:6]1[CH:11]=[CH:10][CH:9]=[C:8]([S:12][CH:2]([CH3:4])[CH3:3])[CH:7]=1, predict the reactants needed to synthesize it. The reactants are: Br[CH:2]([CH3:4])[CH3:3].[Br:5][C:6]1[CH:7]=[C:8]([SH:12])[CH:9]=[CH:10][CH:11]=1.C([O-])([O-])=O.[K+].[K+]. (4) Given the product [Cl:1][C:2]1[CH:3]=[CH:4][C:5]([O:29][CH:30]([F:32])[F:31])=[C:6]([C:8]2[C:12]([NH:13][C:14]([C:16]3[CH:17]=[N:18][N:19]4[CH:24]=[CH:23][CH:22]=[N:21][C:20]=34)=[O:15])=[CH:11][N:10]([CH2:25][C:26]([N:40]3[CH2:41][CH2:42][N:37]([CH2:36][CH2:35][N:34]([CH3:43])[CH3:33])[CH2:38][CH2:39]3)=[O:27])[N:9]=2)[CH:7]=1, predict the reactants needed to synthesize it. The reactants are: [Cl:1][C:2]1[CH:3]=[CH:4][C:5]([O:29][CH:30]([F:32])[F:31])=[C:6]([C:8]2[C:12]([NH:13][C:14]([C:16]3[CH:17]=[N:18][N:19]4[CH:24]=[CH:23][CH:22]=[N:21][C:20]=34)=[O:15])=[CH:11][N:10]([CH2:25][C:26](O)=[O:27])[N:9]=2)[CH:7]=1.[CH3:33][N:34]([CH3:43])[CH2:35][CH2:36][N:37]1[CH2:42][CH2:41][NH:40][CH2:39][CH2:38]1.CCN(C(C)C)C(C)C.CN(C(ON1N=NC2C=CC=NC1=2)=[N+](C)C)C.F[P-](F)(F)(F)(F)F. (5) Given the product [F:1][CH:2]([CH2:13][N:14]1[CH:18]=[C:17]([NH:19][C:20](=[O:27])[CH2:21][N:22]2[CH2:25][CH:24]([F:26])[CH2:23]2)[N:16]=[N:15]1)[CH2:3][CH2:4][N:5]1[CH:9]=[C:8]([C:10]([NH:41][CH2:40][C:30]2[CH:31]=[C:32]([O:35][C:36]([F:37])([F:38])[F:39])[CH:33]=[CH:34][C:29]=2[F:28])=[O:12])[N:7]=[N:6]1, predict the reactants needed to synthesize it. The reactants are: [F:1][CH:2]([CH2:13][N:14]1[CH:18]=[C:17]([NH:19][C:20](=[O:27])[CH2:21][N:22]2[CH2:25][CH:24]([F:26])[CH2:23]2)[N:16]=[N:15]1)[CH2:3][CH2:4][N:5]1[CH:9]=[C:8]([C:10]([OH:12])=O)[N:7]=[N:6]1.[F:28][C:29]1[CH:34]=[CH:33][C:32]([O:35][C:36]([F:39])([F:38])[F:37])=[CH:31][C:30]=1[CH2:40][NH2:41].CN(C(ON1N=NC2C=CC=NC1=2)=[N+](C)C)C.F[P-](F)(F)(F)(F)F.CCN(C(C)C)C(C)C.